This data is from hERG Central: cardiac toxicity at 1µM, 10µM, and general inhibition. The task is: Predict hERG channel inhibition at various concentrations. (1) The compound is O=C(Nc1cc(F)ccc1F)N1CCN(c2ccnc3cc(Cl)ccc23)CC1. Results: hERG_inhib (hERG inhibition (general)): blocker. (2) The molecule is C=CCn1c(SCc2c(C(=O)OC)sc(N)c2C(=O)OC)nnc1-c1ccc(Br)cc1. Results: hERG_inhib (hERG inhibition (general)): blocker. (3) The drug is O=C(OCc1ccccc1)/C(=C/c1cccc(Br)c1)NC(=O)c1ccco1. Results: hERG_inhib (hERG inhibition (general)): blocker.